From a dataset of Full USPTO retrosynthesis dataset with 1.9M reactions from patents (1976-2016). Predict the reactants needed to synthesize the given product. (1) Given the product [OH:28][NH:27][C:18](=[O:19])[C:17]1[CH:16]=[CH:15][C:14]([S:13][C:12]2[C:11]3[CH:10]=[CH:9][CH:8]=[CH:7][C:6]=3[N:5]3[CH2:24][CH2:25][N:2]([CH3:1])[C:3](=[O:26])[C:4]=23)=[CH:23][CH:22]=1, predict the reactants needed to synthesize it. The reactants are: [CH3:1][N:2]1[CH2:25][CH2:24][N:5]2[C:6]3[CH:7]=[CH:8][CH:9]=[CH:10][C:11]=3[C:12]([S:13][C:14]3[CH:23]=[CH:22][C:17]([C:18](OC)=[O:19])=[CH:16][CH:15]=3)=[C:4]2[C:3]1=[O:26].[NH2:27][OH:28].Cl.C[O-].[Na+]. (2) Given the product [CH2:1]([N:8]([CH3:31])[CH2:9][CH2:10][CH2:11][NH:12][CH2:19][C:20]1[CH:25]=[C:24]([CH2:26][OH:27])[CH:23]=[CH:22][N:21]=1)[C:2]1[CH:7]=[CH:6][CH:5]=[CH:4][CH:3]=1, predict the reactants needed to synthesize it. The reactants are: [CH2:1]([N:8]([CH3:31])[CH2:9][CH2:10][CH2:11][N:12]([CH2:19][C:20]1[CH:25]=[C:24]([C:26](OCC)=[O:27])[CH:23]=[CH:22][N:21]=1)C(=O)C(F)(F)F)[C:2]1[CH:7]=[CH:6][CH:5]=[CH:4][CH:3]=1.[BH4-].[Na+]. (3) Given the product [ClH:15].[OH:1][C:2]1[CH:7]=[CH:6][C:5]([NH2:8])=[CH:4][C:3]=1[C:9]1[CH:14]=[CH:13][CH:12]=[CH:11][CH:10]=1, predict the reactants needed to synthesize it. The reactants are: [OH:1][C:2]1[CH:7]=[CH:6][C:5]([NH2:8])=[CH:4][C:3]=1[C:9]1[CH:14]=[CH:13][CH:12]=[CH:11][CH:10]=1.[ClH:15]. (4) The reactants are: [Cl:1][C:2]1[CH:10]=[C:9]2[C:5]([C:6]([CH:11]=[O:12])=[CH:7][NH:8]2)=[CH:4][C:3]=1[C:13]1[CH:18]=[CH:17][C:16]([C:19]2([OH:23])[CH2:22][CH2:21][CH2:20]2)=[CH:15][CH:14]=1.C(C(OC1C(OC(C(C)(C)C)=O)=C(I)C=CC=1)=O)(C)(C)C.[CH3:45][S:46]([NH2:49])(=[O:48])=[O:47]. Given the product [Cl:1][C:2]1[CH:10]=[C:9]2[C:5]([C:6]([C:11]([NH:49][S:46]([CH3:45])(=[O:48])=[O:47])=[O:12])=[CH:7][NH:8]2)=[CH:4][C:3]=1[C:13]1[CH:14]=[CH:15][C:16]([C:19]2([OH:23])[CH2:22][CH2:21][CH2:20]2)=[CH:17][CH:18]=1, predict the reactants needed to synthesize it. (5) Given the product [OH:4][CH:5]1[CH2:8][C:7]([CH2:16][C:17]([O:19][CH2:20][CH3:21])=[O:18])([C:9]2[CH:14]=[CH:13][C:12]([OH:15])=[CH:11][CH:10]=2)[CH2:6]1, predict the reactants needed to synthesize it. The reactants are: C([O:4][CH:5]1[CH2:8][C:7]([CH2:16][C:17]([O:19][CH2:20][CH3:21])=[O:18])([C:9]2[CH:14]=[CH:13][C:12]([OH:15])=[CH:11][CH:10]=2)[CH2:6]1)(=O)C.C([O-])([O-])=O.[K+].[K+].